Predict which catalyst facilitates the given reaction. From a dataset of Catalyst prediction with 721,799 reactions and 888 catalyst types from USPTO. (1) Product: [NH4+:6].[OH-:28].[F:1][C:2]1[CH:34]=[CH:33][C:5]2[N:6]=[C:7]([CH:15]([NH:17][C:18]3[N:26]=[CH:25][N:24]=[C:23]4[C:19]=3[N:20]=[CH:21][NH:22]4)[CH3:16])[N:8]([C:9]3[CH:10]=[CH:11][CH:12]=[CH:13][CH:14]=3)[C:4]=2[C:3]=1[C:35]([N:62]1[CH2:67][CH2:66][O:65][CH2:64][CH2:63]1)=[O:36]. The catalyst class is: 34. Reactant: [F:1][C:2]1[CH:34]=[CH:33][C:5]2[N:6]=[C:7]([C@@H:15]([NH:17][C:18]3[N:26]=[CH:25][N:24]=[C:23]4[C:19]=3[N:20]=[CH:21][N:22]4C3CCCC[O:28]3)[CH3:16])[N:8]([C:9]3[CH:14]=[CH:13][CH:12]=[CH:11][CH:10]=3)[C:4]=2[C:3]=1[C:35](O)=[O:36].CN(C(ON1N=NC2C=CC=NC1=2)=[N+](C)C)C.F[P-](F)(F)(F)(F)F.[NH:62]1[CH2:67][CH2:66][O:65][CH2:64][CH2:63]1.CCN(C(C)C)C(C)C. (2) Reactant: CN1CCOCC1.CN(C(ON1N=NC2C=CC=CC1=2)=[N+](C)C)C.F[P-](F)(F)(F)(F)F.O.ON1C2C=CC=CC=2N=N1.[CH3:43][N:44]([CH3:54])[C:45]1[CH:53]=[CH:52][C:48]([C:49]([OH:51])=O)=[CH:47][CH:46]=1.[NH2:55][C@@H:56]([CH2:79][CH:80]([CH3:82])[CH3:81])[C:57]([N:59]1[CH2:63][CH2:62][C@H:61]2[N:64]([C:71](=[O:78])[C:72]3[CH:77]=[CH:76][CH:75]=[CH:74][CH:73]=3)[CH2:65][C:66]([O:69][CH3:70])([O:67][CH3:68])[C@@H:60]12)=[O:58]. Product: [C:71]([N:64]1[C@H:61]2[C@H:60]([N:59]([C:57]([C@@H:56]([NH:55][C:49](=[O:51])[C:48]3[CH:47]=[CH:46][C:45]([N:44]([CH3:43])[CH3:54])=[CH:53][CH:52]=3)[CH2:79][CH:80]([CH3:82])[CH3:81])=[O:58])[CH2:63][CH2:62]2)[C:66]([O:67][CH3:68])([O:69][CH3:70])[CH2:65]1)(=[O:78])[C:72]1[CH:73]=[CH:74][CH:75]=[CH:76][CH:77]=1. The catalyst class is: 9. (3) Reactant: C(OC([N:8]1[CH2:13][CH2:12][CH:11]([NH:14][C:15]2[O:16][C:17]3[CH:23]=[CH:22][CH:21]=[C:20]([N+:24]([O-:26])=[O:25])[C:18]=3[N:19]=2)[CH2:10][CH2:9]1)=O)(C)(C)C.FC(F)(F)C(O)=O. Product: [N+:24]([C:20]1[C:18]2[N:19]=[C:15]([NH:14][CH:11]3[CH2:12][CH2:13][NH:8][CH2:9][CH2:10]3)[O:16][C:17]=2[CH:23]=[CH:22][CH:21]=1)([O-:26])=[O:25]. The catalyst class is: 4. (4) Reactant: [CH3:1][C:2]1[C:10]2[C:5](=[C:6](/[CH:11]=[CH:12]/[C:13]([OH:15])=O)[CH:7]=[CH:8][CH:9]=2)[NH:4][CH:3]=1.Cl.CN(C)CCCN=C=NCC.[Cl:28][C:29]1[CH:30]=[C:31]([S:35]([NH2:38])(=[O:37])=[O:36])[S:32][C:33]=1[Cl:34].Cl. Product: [CH3:1][C:2]1[C:10]2[C:5](=[C:6](/[CH:11]=[CH:12]/[C:13]([NH:38][S:35]([C:31]3[S:32][C:33]([Cl:34])=[C:29]([Cl:28])[CH:30]=3)(=[O:36])=[O:37])=[O:15])[CH:7]=[CH:8][CH:9]=2)[NH:4][CH:3]=1. The catalyst class is: 143.